This data is from Forward reaction prediction with 1.9M reactions from USPTO patents (1976-2016). The task is: Predict the product of the given reaction. (1) Given the reactants C[Si]([N-][Si](C)(C)C)(C)C.[Li+].[CH2:11]([O:13][CH2:14][C@H:15]([OH:26])[C:16]([NH:18][C:19]1[CH:24]=[N:23][C:22]([CH3:25])=[CH:21][N:20]=1)=[O:17])[CH3:12].Cl[C:28]1[N:33]=[CH:32][N:31]=[C:30]2[N:34]([C:37]3[C:42]([Cl:43])=[CH:41][CH:40]=[CH:39][N:38]=3)[N:35]=[CH:36][C:29]=12, predict the reaction product. The product is: [Cl:43][C:42]1[C:37]([N:34]2[C:30]3[N:31]=[CH:32][N:33]=[C:28]([O:26][C@@H:15]([CH2:14][O:13][CH2:11][CH3:12])[C:16]([NH:18][C:19]4[CH:24]=[N:23][C:22]([CH3:25])=[CH:21][N:20]=4)=[O:17])[C:29]=3[CH:36]=[N:35]2)=[N:38][CH:39]=[CH:40][CH:41]=1. (2) Given the reactants CON(C)[C:4]([C:6]1[N:7]=[CH:8][N:9]([C:11]2[CH:16]=[CH:15][CH:14]=[C:13]([C:17]3[C:18]([F:23])=[N:19][CH:20]=[CH:21][CH:22]=3)[CH:12]=2)[CH:10]=1)=[O:5].Br[C:26]1[CH:31]=[CH:30][CH:29]=[C:28]([F:32])[CH:27]=1, predict the reaction product. The product is: [F:32][C:28]1[CH:27]=[C:26]([C:4]([C:6]2[N:7]=[CH:8][N:9]([C:11]3[CH:16]=[CH:15][CH:14]=[C:13]([C:17]4[C:18]([F:23])=[N:19][CH:20]=[CH:21][CH:22]=4)[CH:12]=3)[CH:10]=2)=[O:5])[CH:31]=[CH:30][CH:29]=1. (3) Given the reactants [F:1][C:2]1[CH:7]=[CH:6][C:5]([C:8]2[C:12]([C:13]([NH2:15])=O)=[C:11]([CH3:16])[N:10]([CH2:17][O:18][CH2:19][CH2:20][O:21][CH3:22])[N:9]=2)=[CH:4][CH:3]=1.COCCOC.P12(SP3(SP(SP(S3)(S1)=S)(=S)S2)=S)=[S:30], predict the reaction product. The product is: [F:1][C:2]1[CH:7]=[CH:6][C:5]([C:8]2[C:12]([C:13](=[S:30])[NH2:15])=[C:11]([CH3:16])[NH:10][N:9]=2)=[CH:4][CH:3]=1.[F:1][C:2]1[CH:7]=[CH:6][C:5]([C:8]2[C:12]([C:13](=[S:30])[NH2:15])=[C:11]([CH3:16])[N:10]([CH2:17][O:18][CH2:19][CH2:20][O:21][CH3:22])[N:9]=2)=[CH:4][CH:3]=1. (4) Given the reactants C([O:3][C:4](=[O:29])[CH:5](C(OCC)=O)[CH:6]([C:14]1[CH:19]=[CH:18][C:17]([O:20][CH3:21])=[C:16]([O:22][CH3:23])[CH:15]=1)[CH:7]([O:11][CH2:12][CH3:13])[O:8][CH2:9][CH3:10])C.[OH-].[K+].O.Cl, predict the reaction product. The product is: [CH3:23][O:22][C:16]1[CH:15]=[C:14]([CH:6]([CH:7]([O:8][CH2:9][CH3:10])[O:11][CH2:12][CH3:13])[CH2:5][C:4]([OH:29])=[O:3])[CH:19]=[CH:18][C:17]=1[O:20][CH3:21].